This data is from Forward reaction prediction with 1.9M reactions from USPTO patents (1976-2016). The task is: Predict the product of the given reaction. (1) Given the reactants C(Cl)Cl.S(Cl)(Cl)=O.[Cl:8][C:9]1[CH:14]=[CH:13][C:12]([S:15]([N:18]2[CH2:23][CH2:22][C:21]3=[N:24][NH:25][CH:26]=[C:20]3[CH:19]2[CH:27]=O)(=[O:17])=[O:16])=[CH:11][CH:10]=1.[C:29]1([NH2:36])[CH:34]=[CH:33][CH:32]=[CH:31][C:30]=1[NH2:35], predict the reaction product. The product is: [NH:35]1[C:30]2[CH:31]=[CH:32][CH:33]=[CH:34][C:29]=2[N:36]=[C:27]1[CH:19]1[C:20]2=[CH:26][NH:25][N:24]=[C:21]2[CH2:22][CH2:23][N:18]1[S:15]([C:12]1[CH:13]=[CH:14][C:9]([Cl:8])=[CH:10][CH:11]=1)(=[O:17])=[O:16]. (2) Given the reactants [OH:1][CH2:2][C@@H:3]1[CH2:8][CH2:7][CH2:6][NH:5][CH2:4]1.[C:9]([O:13][C:14](O[C:14]([O:13][C:9]([CH3:12])([CH3:11])[CH3:10])=[O:15])=[O:15])([CH3:12])([CH3:11])[CH3:10].CN1CCOCC1, predict the reaction product. The product is: [C:14]([N:5]1[CH2:6][CH2:7][CH2:8][C@@H:3]([CH2:2][OH:1])[CH2:4]1)([O:13][C:9]([CH3:12])([CH3:11])[CH3:10])=[O:15]. (3) Given the reactants C([O:5][C:6](=[O:32])[C:7]([S:10][C:11]1[S:12][CH:13]=[C:14]([CH2:16][CH2:17][O:18][C:19]2[CH:24]=[CH:23][C:22]([C:25]3[CH:30]=[CH:29][CH:28]=[C:27]([F:31])[CH:26]=3)=[CH:21][CH:20]=2)[N:15]=1)([CH3:9])[CH3:8])(C)(C)C.FC(F)(F)C(O)=O, predict the reaction product. The product is: [F:31][C:27]1[CH:26]=[C:25]([C:22]2[CH:23]=[CH:24][C:19]([O:18][CH2:17][CH2:16][C:14]3[N:15]=[C:11]([S:10][C:7]([CH3:9])([CH3:8])[C:6]([OH:32])=[O:5])[S:12][CH:13]=3)=[CH:20][CH:21]=2)[CH:30]=[CH:29][CH:28]=1. (4) The product is: [Br:3][C:4]1[CH:5]=[C:6]2[C:10](=[CH:11][CH:12]=1)[N:9]([Si:16]([CH:20]([CH3:22])[CH3:21])([CH:17]([CH3:19])[CH3:18])[CH:13]([CH3:15])[CH3:14])[CH:8]=[CH:7]2. Given the reactants [H-].[Na+].[Br:3][C:4]1[CH:5]=[C:6]2[C:10](=[CH:11][CH:12]=1)[NH:9][CH:8]=[CH:7]2.[CH:13]([Si:16](Cl)([CH:20]([CH3:22])[CH3:21])[CH:17]([CH3:19])[CH3:18])([CH3:15])[CH3:14].O, predict the reaction product. (5) Given the reactants Cl[C:2]1[N:7]=[C:6]([C:8]2[CH:13]=[C:12]([O:14][CH2:15][C:16]3[CH:21]=[CH:20][CH:19]=[CH:18][N:17]=3)[N:11]=[C:10]3[CH2:22][CH2:23][CH2:24][C:9]=23)[CH:5]=[N:4][CH:3]=1.C(Cl)Cl.CCN(C(C)C)[CH:31]([CH3:33])[CH3:32].C([OH:39])C, predict the reaction product. The product is: [N:17]1[CH:18]=[CH:19][CH:20]=[CH:21][C:16]=1[CH2:15][O:14][C:12]1[N:11]=[C:10]2[CH2:22][CH2:23][CH2:24][C:9]2=[C:8]([C:6]2[N:7]=[C:2]([C:31]([OH:39])([CH3:33])[CH3:32])[CH:3]=[N:4][CH:5]=2)[CH:13]=1. (6) Given the reactants [Br:1][C:2]1[NH:6][N:5]=[CH:4][N:3]=1.Cl[CH2:8][C:9]1[CH:14]=[CH:13][C:12]([O:15][CH3:16])=[CH:11][CH:10]=1.C(N(CC)C(C)C)(C)C.[I-].[K+], predict the reaction product. The product is: [Br:1][C:2]1[N:3]=[CH:4][N:5]([CH2:8][C:9]2[CH:14]=[CH:13][C:12]([O:15][CH3:16])=[CH:11][CH:10]=2)[N:6]=1. (7) Given the reactants [F:1][C:2]1[CH:7]=[CH:6][C:5]([N:8]2[C:12]3[CH:13]=[N:14][CH:15]=[C:16]([C:17]([OH:19])=O)[C:11]=3[CH:10]=[N:9]2)=[CH:4][CH:3]=1.C1CN([P+](O[N:37]2[N:45]=[N:44][C:39]3[CH:40]=[CH:41][CH:42]=[CH:43][C:38]2=3)(N2CCCC2)N2CCCC2)CC1.F[P-](F)(F)(F)(F)F.CCN(CC)CC.C1(C)C=CC(S(N2C=CC([C@@H](N)CC)=N2)(=O)=O)=CC=1, predict the reaction product. The product is: [NH:45]1[CH:42]=[CH:43][C:38]([C@@H:39]([NH:44][C:17]([C:16]2[C:11]3[CH:10]=[N:9][N:8]([C:5]4[CH:4]=[CH:3][C:2]([F:1])=[CH:7][CH:6]=4)[C:12]=3[CH:13]=[N:14][CH:15]=2)=[O:19])[CH2:40][CH3:41])=[N:37]1. (8) Given the reactants [O:1]=[C:2]1[N:6]([CH2:7][O:8][CH2:9][CH2:10][Si:11]([CH3:14])([CH3:13])[CH3:12])[C:5]2[CH:15]=[CH:16][C:17]([CH:19]([C:21]3[CH:25]=[CH:24][N:23]([C:26]4[N:31]=[CH:30][C:29]([CH:32]=[O:33])=[CH:28][CH:27]=4)[N:22]=3)[CH3:20])=[CH:18][C:4]=2[S:3]1.[CH3:34][Mg]Br, predict the reaction product. The product is: [OH:33][CH:32]([C:29]1[CH:28]=[CH:27][C:26]([N:23]2[CH:24]=[CH:25][C:21]([CH:19]([C:17]3[CH:16]=[CH:15][C:5]4[N:6]([CH2:7][O:8][CH2:9][CH2:10][Si:11]([CH3:14])([CH3:13])[CH3:12])[C:2](=[O:1])[S:3][C:4]=4[CH:18]=3)[CH3:20])=[N:22]2)=[N:31][CH:30]=1)[CH3:34]. (9) Given the reactants C1(OC)C=CC=CC=1.[Br:9][C:10]1[CH:11]=[CH:12][C:13](/[C:18](/[C:37]2[CH:42]=[CH:41][C:40]([C:43]([CH3:46])([CH3:45])[CH3:44])=[CH:39][CH:38]=2)=[CH:19]/[C@@H:20]2[N:24](CC3C=CC(OC)=CC=3OC)[C:23](=[O:36])[CH2:22][CH2:21]2)=[N:14][C:15]=1[O:16][CH3:17], predict the reaction product. The product is: [Br:9][C:10]1[CH:11]=[CH:12][C:13](/[C:18](/[C:37]2[CH:38]=[CH:39][C:40]([C:43]([CH3:46])([CH3:45])[CH3:44])=[CH:41][CH:42]=2)=[CH:19]/[C@@H:20]2[NH:24][C:23](=[O:36])[CH2:22][CH2:21]2)=[N:14][C:15]=1[O:16][CH3:17].